Dataset: Forward reaction prediction with 1.9M reactions from USPTO patents (1976-2016). Task: Predict the product of the given reaction. (1) Given the reactants Br.[NH2:2][C:3]1[C:12]2[C:7](=[CH:8][CH:9]=[CH:10][CH:11]=2)[C:6]([Br:13])=[CH:5][C:4]=1[C:14]([O:16]C)=[O:15].[OH-].[Na+], predict the reaction product. The product is: [NH2:2][C:3]1[C:12]2[C:7](=[CH:8][CH:9]=[CH:10][CH:11]=2)[C:6]([Br:13])=[CH:5][C:4]=1[C:14]([OH:16])=[O:15]. (2) Given the reactants [O:1]=[C:2]1[CH2:6][CH:5]([C:7]([O:9][C:10]([CH3:13])([CH3:12])[CH3:11])=[O:8])[CH2:4][N:3]1[C@@H:14]([C:16]1[CH:21]=[CH:20][CH:19]=[CH:18][CH:17]=1)[CH3:15].IC.[H-].[Na+].[C:26](O)(=O)CC(CC(O)=O)(C(O)=O)O, predict the reaction product. The product is: [CH3:26][C@:5]1([C:7]([O:9][C:10]([CH3:13])([CH3:12])[CH3:11])=[O:8])[CH2:6][C:2](=[O:1])[N:3]([C@@H:14]([C:16]2[CH:17]=[CH:18][CH:19]=[CH:20][CH:21]=2)[CH3:15])[CH2:4]1. (3) The product is: [CH3:11][O:12][C:13]1[CH:14]=[CH:15][C:16]([CH2:17][S:18]([C:21]2[C:22](=[O:23])[O:10][C:5]3[C:6]([CH:7]=2)=[CH:9][C:2]([Cl:1])=[CH:3][CH:4]=3)(=[O:19])=[O:20])=[CH:25][CH:26]=1. Given the reactants [Cl:1][C:2]1[CH:9]=[C:6]([CH:7]=O)[C:5]([OH:10])=[CH:4][CH:3]=1.[CH3:11][O:12][C:13]1[CH:26]=[CH:25][C:16]([CH2:17][S:18]([CH2:21][C:22](O)=[O:23])(=[O:20])=[O:19])=[CH:15][CH:14]=1, predict the reaction product. (4) Given the reactants Br.Br[C:3]1[CH:4]=[N:5][C:6]2[N:7]([CH:9]=[CH:10][NH+:11]=2)[CH:8]=1.[C:12]1(B(O)O)[CH:17]=[CH:16][CH:15]=[CH:14][CH:13]=1.C(=O)([O-])[O-].[Na+].[Na+], predict the reaction product. The product is: [C:12]1([C:3]2[CH:4]=[N:5][C:6]3[N:7]([CH:9]=[CH:10][N:11]=3)[CH:8]=2)[CH:17]=[CH:16][CH:15]=[CH:14][CH:13]=1.